This data is from Full USPTO retrosynthesis dataset with 1.9M reactions from patents (1976-2016). The task is: Predict the reactants needed to synthesize the given product. (1) Given the product [N+:10]([CH2:9][C:1]([C:2]1[CH:7]=[CH:6][CH:5]=[CH:4][CH:3]=1)=[N:13][OH:14])([O-:12])=[O:11], predict the reactants needed to synthesize it. The reactants are: [C:1]([CH2:9][N+:10]([O-:12])=[O:11])(=O)[C:2]1[CH:7]=[CH:6][CH:5]=[CH:4][CH:3]=1.[NH2:13][OH:14].Cl. (2) Given the product [Cl:1][C:2]1[CH:3]=[C:4]([C:12]2[O:16][N:15]=[C:14]([C:17]3[CH:18]=[CH:19][CH:20]=[C:21]4[C:25]=3[NH:24][CH:23]=[C:22]4[CH2:26][CH2:27][CH2:28][NH:29][CH2:30][C:31]([OH:33])=[O:32])[N:13]=2)[CH:5]=[CH:6][C:7]=1[O:8][CH:9]([CH3:10])[CH3:11], predict the reactants needed to synthesize it. The reactants are: [Cl:1][C:2]1[CH:3]=[C:4]([C:12]2[O:16][N:15]=[C:14]([C:17]3[CH:18]=[CH:19][CH:20]=[C:21]4[C:25]=3[NH:24][CH:23]=[C:22]4[CH2:26][CH2:27][CH2:28][NH:29][CH2:30][C:31]([O:33]CC)=[O:32])[N:13]=2)[CH:5]=[CH:6][C:7]=1[O:8][CH:9]([CH3:11])[CH3:10].[OH-].[Na+].Cl. (3) Given the product [CH3:57][C:54]1[CH:55]=[CH:56][C:51]([NH:50][C:41](=[O:43])[C:40]2[C:44]([CH3:48])=[CH:45][CH:46]=[CH:47][C:39]=2[NH:38][C:36]([O:35][C:33]([CH3:32])([CH3:34])[CH3:49])=[O:37])=[CH:52][CH:53]=1, predict the reactants needed to synthesize it. The reactants are: CN1CCOCC1.F[P-](F)(F)(F)(F)F.N1(OC(N(C)C)=[N+](C)C)C2C=CC=CC=2N=N1.[CH3:32][C:33]([CH3:49])([O:35][C:36]([NH:38][C:39]1[CH:47]=[CH:46][CH:45]=[C:44]([CH3:48])[C:40]=1[C:41]([OH:43])=O)=[O:37])[CH3:34].[NH2:50][C:51]1[CH:56]=[CH:55][C:54]([CH3:57])=[CH:53][CH:52]=1.C(=O)([O-])O.[Na+]. (4) Given the product [CH:39]([O:41][C:2]1[C:11]2[C:6](=[CH:7][CH:8]=[CH:9][CH:10]=2)[C:5]([NH:12][C:13]2[CH:18]=[CH:17][C:16]([S:19][C:20]3[C:29]4[C:24](=[CH:25][C:26]([O:30][CH3:31])=[CH:27][N:28]=4)[N:23]=[CH:22][CH:21]=3)=[CH:15][CH:14]=2)=[N:4][N:3]=1)([CH3:40])[CH3:38], predict the reactants needed to synthesize it. The reactants are: Cl[C:2]1[C:11]2[C:6](=[CH:7][CH:8]=[CH:9][CH:10]=2)[C:5]([NH:12][C:13]2[CH:18]=[CH:17][C:16]([S:19][C:20]3[C:29]4[C:24](=[CH:25][C:26]([O:30][CH3:31])=[CH:27][N:28]=4)[N:23]=[CH:22][CH:21]=3)=[CH:15][CH:14]=2)=[N:4][N:3]=1.C(=O)([O-])[O-].[Cs+].[Cs+].[CH3:38][CH:39]([OH:41])[CH3:40]. (5) Given the product [CH2:1]([NH:8][C:9]1[C:10]([NH2:23])=[C:11]([O:15][CH2:16][C:17]2[CH:22]=[CH:21][CH:20]=[CH:19][CH:18]=2)[CH:12]=[CH:13][CH:14]=1)[C:2]1[CH:3]=[CH:4][CH:5]=[CH:6][CH:7]=1, predict the reactants needed to synthesize it. The reactants are: [CH2:1]([NH:8][C:9]1[CH:14]=[CH:13][CH:12]=[C:11]([O:15][CH2:16][C:17]2[CH:22]=[CH:21][CH:20]=[CH:19][CH:18]=2)[C:10]=1[N+:23]([O-])=O)[C:2]1[CH:7]=[CH:6][CH:5]=[CH:4][CH:3]=1.S([O-])([O-])=S.[Na+].[Na+]. (6) Given the product [N:1]1[CH:6]=[CH:5][CH:4]=[CH:3][C:2]=1[C:7]1[N:11]=[C:10]([C:12]2[CH:17]=[C:16]([C:18]#[N:19])[CH:15]=[C:14]([C:30]#[C:29][CH2:28][OH:31])[CH:13]=2)[O:9][N:8]=1, predict the reactants needed to synthesize it. The reactants are: [N:1]1[CH:6]=[CH:5][CH:4]=[CH:3][C:2]=1[C:7]1[N:11]=[C:10]([C:12]2[CH:17]=[C:16]([C:18]#[N:19])[CH:15]=[C:14](I)[CH:13]=2)[O:9][N:8]=1.C(N(CC)CC)C.[CH2:28]([OH:31])[C:29]#[CH:30]. (7) Given the product [Br:1][C:2]1[S:19][C:5]2=[CH:6][N:7]=[C:8]([O:25][CH3:26])[CH:9]=[C:4]2[CH:3]=1, predict the reactants needed to synthesize it. The reactants are: [Br:1][C:2]1[S:19][C:5]2=[CH:6][N:7]=[C:8](S(C3C=CC=CC=3)(=O)=O)[CH:9]=[C:4]2[CH:3]=1.CO.C[O-].[Na+].[O:25]1CCC[CH2:26]1. (8) Given the product [CH3:1][C@H:2]1[C@:7]2([OH:30])[C:8]34[O:28][CH:27]5[C@@:16]6([C@@H:23]([O:29][CH3:31])[C:24]([O:26]5)=[O:25])[C@H:17]([C:19]([CH3:22])([CH3:21])[CH3:20])[CH2:18][C@H:12]([C@:13]36[C@H:14]([OH:15])[CH:6]2[O:5][C:3]1=[O:4])[O:11][C:9]4=[O:10], predict the reactants needed to synthesize it. The reactants are: [CH3:1][C@H:2]1[C@:7]2([OH:30])[C@:8]34[O:28][C@H:27]5[C@@:16]6([C@@H:23]([OH:29])[C:24]([O:26]5)=[O:25])[C@H:17]([C:19]([CH3:22])([CH3:21])[CH3:20])[CH2:18][C@H:12]([C@@:13]36[C@@H:14]([OH:15])[C@@H:6]2[O:5][C:3]1=[O:4])[O:11][C:9]4=[O:10].[C:31]([O-])([O-])=O.[K+].[K+].IC.